This data is from Catalyst prediction with 721,799 reactions and 888 catalyst types from USPTO. The task is: Predict which catalyst facilitates the given reaction. (1) Reactant: [NH2:1][C:2]1[CH:10]=[CH:9][CH:8]=[C:7]2[C:3]=1[CH2:4][CH:5]([CH2:11][NH:12][C:13](=[O:16])[CH2:14][CH3:15])[CH2:6]2.[CH:17]([C:20]1[CH:25]=[CH:24][C:23]([S:26](Cl)(=[O:28])=[O:27])=[CH:22][CH:21]=1)([CH3:19])[CH3:18]. Product: [CH:17]([C:20]1[CH:25]=[CH:24][C:23]([S:26]([NH:1][C:2]2[CH:10]=[CH:9][CH:8]=[C:7]3[C:3]=2[CH2:4][CH:5]([CH2:11][NH:12][C:13](=[O:16])[CH2:14][CH3:15])[CH2:6]3)(=[O:28])=[O:27])=[CH:22][CH:21]=1)([CH3:19])[CH3:18]. The catalyst class is: 529. (2) Reactant: [C:1]1([C:7]2[C:11]3[CH2:12][NH:13][CH2:14][CH2:15][C:10]=3[NH:9][N:8]=2)[CH:6]=[CH:5][CH:4]=[CH:3][CH:2]=1.[OH:16][CH:17]([C:22]1[CH:27]=[CH:26][CH:25]=[CH:24][CH:23]=1)[CH2:18][C:19](O)=[O:20].CN(C(ON1N=NC2C=CC=NC1=2)=[N+](C)C)C.F[P-](F)(F)(F)(F)F.CCN(C(C)C)C(C)C. Product: [OH:16][CH:17]([C:22]1[CH:27]=[CH:26][CH:25]=[CH:24][CH:23]=1)[CH2:18][C:19]([N:13]1[CH2:14][CH2:15][C:10]2[NH:9][N:8]=[C:7]([C:1]3[CH:2]=[CH:3][CH:4]=[CH:5][CH:6]=3)[C:11]=2[CH2:12]1)=[O:20]. The catalyst class is: 34. (3) Reactant: [CH3:1][O:2][C:3]1[CH:8]=[C:7]([N+:9]([O-:11])=[O:10])[CH:6]=[CH:5][C:4]=1[C:12]1[S:16][C:15]([CH2:17][NH:18][C:19](=O)[CH3:20])=[N:14][N:13]=1.P(Cl)(Cl)(Cl)=O. Product: [CH3:1][O:2][C:3]1[CH:8]=[C:7]([N+:9]([O-:11])=[O:10])[CH:6]=[CH:5][C:4]=1[C:12]1[S:16][C:15]2=[CH:17][N:18]=[C:19]([CH3:20])[N:14]2[N:13]=1. The catalyst class is: 10. (4) Reactant: [OH:1][CH:2]1[CH2:7][CH2:6][CH2:5][NH:4][CH2:3]1.[F:8][C:9]1[CH:17]=[CH:16][C:12]([C:13](O)=[O:14])=[CH:11][CH:10]=1.C1C=CC2N(O)N=NC=2C=1.CCN=C=NCCCN(C)C.Cl.C(N(CC)CC)C.Cl. Product: [F:8][C:9]1[CH:17]=[CH:16][C:12]([C:13]([N:4]2[CH2:5][CH2:6][CH2:7][CH:2]([OH:1])[CH2:3]2)=[O:14])=[CH:11][CH:10]=1. The catalyst class is: 4.